From a dataset of Reaction yield outcomes from USPTO patents with 853,638 reactions. Predict the reaction yield, written as a fraction of the theoretical maximum amount of product (1.0 means a 100% yield; for example, 0.34 means a 34% yield). (1) The reactants are Cl[C:2]([O:4][CH:5]([Cl:7])[CH3:6])=[O:3].ClCCl.[CH3:11][NH:12][CH2:13][C:14]([O:16][CH:17]1[CH2:23][CH2:22][CH2:21][N:20]([C:24](=[O:42])[C:25]2[CH:30]=[CH:29][C:28]([NH:31][C:32](=[O:40])[C:33]3[CH:38]=[CH:37][CH:36]=[CH:35][C:34]=3[CH3:39])=[CH:27][C:26]=2[CH3:41])[C:19]2[CH:43]=[CH:44][C:45]([Cl:47])=[CH:46][C:18]1=2)=[O:15].CN1CCOCC1. The catalyst is C(OCC)(=O)C. The product is [Cl:7][CH:5]([O:4][C:2]([CH2:11][NH:12][CH2:13][C:14]([O:16][CH:17]1[CH2:23][CH2:22][CH2:21][N:20]([C:24](=[O:42])[C:25]2[CH:30]=[CH:29][C:28]([NH:31][C:32](=[O:40])[C:33]3[CH:38]=[CH:37][CH:36]=[CH:35][C:34]=3[CH3:39])=[CH:27][C:26]=2[CH3:41])[C:19]2[CH:43]=[CH:44][C:45]([Cl:47])=[CH:46][C:18]1=2)=[O:15])=[O:3])[CH3:6]. The yield is 0.930. (2) The reactants are [I:1][C:2]1[CH:11]=[CH:10][C:5]([C:6]([O:8]C)=O)=[C:4]([NH:12][C:13](=[O:20])[CH2:14][CH2:15][C:16]([O:18][CH3:19])=[O:17])[CH:3]=1.CC([O-])(C)C.[K+].O.Cl. The catalyst is C1COCC1. The product is [I:1][C:2]1[CH:11]=[CH:10][C:5]2[C:6](=[O:8])[CH:15]([C:16]([O:18][CH3:19])=[O:17])[CH2:14][C:13](=[O:20])[NH:12][C:4]=2[CH:3]=1. The yield is 0.970. (3) The reactants are [Br:1][C:2]1[CH:3]=[CH:4][C:5]([O:12][C:13]([CH3:17])(C)[C:14]#[CH:15])=[C:6]([CH:11]=1)[C:7]([O:9][CH3:10])=[O:8].[F-].[Cs+].[CH3:20]COCC. The catalyst is C(N(CC)C1C=CC=CC=1)C. The product is [Br:1][C:2]1[CH:11]=[C:6]([C:7]([O:9][CH3:10])=[O:8])[C:5]2[O:12][C:13]([CH:14]([CH3:15])[CH3:20])=[CH:17][C:4]=2[CH:3]=1. The yield is 0.466. (4) The reactants are C([O:4][C@H:5]1[CH2:9][C@H:8]([N:10]2[C:14]3[N:15]=[CH:16][N:17]=[C:18]([CH2:19][CH2:20][C:21]4[CH:26]=[CH:25][CH:24]=[CH:23][CH:22]=4)[C:13]=3[C:12]([C:27]#[C:28][Si](C)(C)C)=[CH:11]2)[O:7][C@@H:6]1[CH2:33][O:34][S:35]([NH2:38])(=[O:37])=[O:36])(=O)C.C([O-])([O-])=O.[K+].[K+]. The catalyst is CO.C(Cl)Cl. The product is [S:35](=[O:36])(=[O:37])([O:34][CH2:33][C@@H:6]1[C@@H:5]([OH:4])[CH2:9][C@H:8]([N:10]2[C:14]3[N:15]=[CH:16][N:17]=[C:18]([CH2:19][CH2:20][C:21]4[CH:26]=[CH:25][CH:24]=[CH:23][CH:22]=4)[C:13]=3[C:12]([C:27]#[CH:28])=[CH:11]2)[O:7]1)[NH2:38]. The yield is 0.620. (5) The reactants are [CH2:1]([O:8][C:9]([N:11]1[CH2:17][CH2:16][CH2:15][CH2:14][CH:13]([CH2:18][NH:19][C:20]2[CH:25]=[CH:24][CH:23]=[CH:22][CH:21]=2)[CH2:12]1)=[O:10])[C:2]1[CH:7]=[CH:6][CH:5]=[CH:4][CH:3]=1.[C:26](Cl)(=[O:29])[CH2:27][CH3:28]. The catalyst is C(Cl)Cl. The product is [CH2:1]([O:8][C:9]([N:11]1[CH2:17][CH2:16][CH2:15][CH2:14][CH:13]([CH2:18][N:19]([C:20]2[CH:25]=[CH:24][CH:23]=[CH:22][CH:21]=2)[C:26](=[O:29])[CH2:27][CH3:28])[CH2:12]1)=[O:10])[C:2]1[CH:3]=[CH:4][CH:5]=[CH:6][CH:7]=1. The yield is 0.720. (6) The reactants are [Cl:1][C:2]1[C:10]2[N:9]=[C:8]([O:11][C:12]3[C:17]([CH3:18])=[CH:16][C:15]([Cl:19])=[CH:14][C:13]=3[Cl:20])[N:7]([CH3:21])[C:6]=2[C:5]([C:22](=[CH2:25])[CH2:23][CH3:24])=[CH:4][CH:3]=1.B.[O:27]1CCCC1.[OH-].[Na+].OO. The catalyst is O1CCCC1.S([O-])([O-])(=O)=S.[Na+].[Na+].C(O)C. The product is [Cl:1][C:2]1[C:10]2[N:9]=[C:8]([O:11][C:12]3[C:17]([CH3:18])=[CH:16][C:15]([Cl:19])=[CH:14][C:13]=3[Cl:20])[N:7]([CH3:21])[C:6]=2[C:5]([CH:22]([CH2:23][CH3:24])[CH2:25][OH:27])=[CH:4][CH:3]=1. The yield is 0.380.